Dataset: Forward reaction prediction with 1.9M reactions from USPTO patents (1976-2016). Task: Predict the product of the given reaction. (1) Given the reactants [NH2:1][C:2]1[CH:3]=[C:4]([C:9]2[S:13][C:12]([N:14]3[CH2:20][CH2:19][CH2:18][NH:17][C:16](=[O:21])[CH2:15]3)=[N:11][CH:10]=2)[CH:5]=[C:6]([CH3:8])[CH:7]=1.Cl[C:23]1[N:28]=[C:27]([O:29][CH3:30])[C:26]([Cl:31])=[CH:25][N:24]=1.C(=O)([O-])[O-].[K+].[K+].CC(C1C=C(C(C)C)C(C2C=CC=CC=2P(C2CCCCC2)C2CCCCC2)=C(C(C)C)C=1)C, predict the reaction product. The product is: [Cl:31][C:26]1[C:27]([O:29][CH3:30])=[N:28][C:23]([NH:1][C:2]2[CH:3]=[C:4]([C:9]3[S:13][C:12]([N:14]4[CH2:20][CH2:19][CH2:18][NH:17][C:16](=[O:21])[CH2:15]4)=[N:11][CH:10]=3)[CH:5]=[C:6]([CH3:8])[CH:7]=2)=[N:24][CH:25]=1. (2) The product is: [CH:1]1([NH:7][C:8]2[CH:17]=[C:16]3[C:11]([C:12](=[O:28])[C:13]([CH:23]([OH:27])[C:24]([O:26][CH3:35])=[O:25])=[CH:14][N:15]3[CH:18]3[CH2:22][CH2:21][CH2:20][CH2:19]3)=[CH:10][C:9]=2[F:29])[CH2:2][CH2:3][CH2:4][CH2:5][CH2:6]1. Given the reactants [CH:1]1([NH:7][C:8]2[CH:17]=[C:16]3[C:11]([C:12](=[O:28])[C:13]([CH:23]([OH:27])[C:24]([OH:26])=[O:25])=[CH:14][N:15]3[CH:18]3[CH2:22][CH2:21][CH2:20][CH2:19]3)=[CH:10][C:9]=2[F:29])[CH2:6][CH2:5][CH2:4][CH2:3][CH2:2]1.S(=O)(=O)(O)O.[C:35](=O)([O-])O.[Na+], predict the reaction product. (3) Given the reactants [CH2:1]([O:8][C:9]1[CH:10]=[C:11]([CH:15]=[C:16]([O:18][CH3:19])[CH:17]=1)[C:12](O)=[O:13])[C:2]1[CH:7]=[CH:6][CH:5]=[CH:4][CH:3]=1.S(Cl)([Cl:22])=O, predict the reaction product. The product is: [CH2:1]([O:8][C:9]1[CH:10]=[C:11]([CH:15]=[C:16]([O:18][CH3:19])[CH:17]=1)[C:12]([Cl:22])=[O:13])[C:2]1[CH:7]=[CH:6][CH:5]=[CH:4][CH:3]=1. (4) Given the reactants [CH3:1][C:2]1[CH:3]=[C:4]([CH2:11][C@@H:12]([NH:43][C:44]([N:46]2[CH2:51][CH2:50][CH:49]([C:52]3[C:53](=[O:62])[NH:54][C:55]4[C:60]([CH:61]=3)=[CH:59][CH:58]=[CH:57][CH:56]=4)[CH2:48][CH2:47]2)=[O:45])[C:13]([NH:15][C@H:16]([C:29](=[O:42])[N:30]2[CH2:35][CH2:34][N:33]([C:36]3[CH:41]=[CH:40][N:39]=[CH:38][CH:37]=3)[CH2:32][CH2:31]2)[CH2:17][CH2:18][CH2:19][CH2:20][NH:21]C(=O)OC(C)(C)C)=[O:14])[CH:5]=[C:6]2[C:10]=1[NH:9][N:8]=[CH:7]2.FC(F)(F)C(O)=O, predict the reaction product. The product is: [NH2:21][CH2:20][CH2:19][CH2:18][CH2:17][C@H:16]([NH:15][C:13](=[O:14])[C@H:12]([NH:43][C:44]([N:46]1[CH2:51][CH2:50][CH:49]([C:52]2[C:53](=[O:62])[NH:54][C:55]3[C:60]([CH:61]=2)=[CH:59][CH:58]=[CH:57][CH:56]=3)[CH2:48][CH2:47]1)=[O:45])[CH2:11][C:4]1[CH:5]=[C:6]2[C:10](=[C:2]([CH3:1])[CH:3]=1)[NH:9][N:8]=[CH:7]2)[C:29](=[O:42])[N:30]1[CH2:31][CH2:32][N:33]([C:36]2[CH:37]=[CH:38][N:39]=[CH:40][CH:41]=2)[CH2:34][CH2:35]1. (5) Given the reactants [CH2:1]([O:3][C:4](=[O:28])[CH:5]([C:13]1[NH:14][C:15]2[C:20]([C:21]=1[S:22][CH3:23])=[CH:19][C:18]([O:24][CH2:25][CH:26]=[CH2:27])=[CH:17][CH:16]=2)[CH2:6][C:7]1[CH:12]=[CH:11][CH:10]=[CH:9][CH:8]=1)[CH3:2].I[CH3:30], predict the reaction product. The product is: [CH2:1]([O:3][C:4](=[O:28])[CH:5]([C:13]1[N:14]([CH3:30])[C:15]2[C:20]([C:21]=1[S:22][CH3:23])=[CH:19][C:18]([O:24][CH2:25][CH:26]=[CH2:27])=[CH:17][CH:16]=2)[CH2:6][C:7]1[CH:8]=[CH:9][CH:10]=[CH:11][CH:12]=1)[CH3:2].